Dataset: Forward reaction prediction with 1.9M reactions from USPTO patents (1976-2016). Task: Predict the product of the given reaction. (1) Given the reactants N#N.[C:3]([O:7][C:8](=[O:22])[NH:9][C:10]1[N:11]=[C:12]([CH2:15][CH2:16][CH2:17][CH2:18][C:19](=[O:21])[CH3:20])[O:13][CH:14]=1)([CH3:6])([CH3:5])[CH3:4].[H-].[Na+].[C:25]1([C:31]2[O:35][CH:34]=[N:33][C:32]=2[C:36](Cl)=[O:37])[CH:30]=[CH:29][CH:28]=[CH:27][CH:26]=1, predict the reaction product. The product is: [C:3]([O:7][C:8](=[O:22])[N:9]([C:10]1[N:11]=[C:12]([CH2:15][CH2:16][CH2:17][CH2:18][C:19](=[O:21])[CH3:20])[O:13][CH:14]=1)[C:36]([C:32]1[N:33]=[CH:34][O:35][C:31]=1[C:25]1[CH:26]=[CH:27][CH:28]=[CH:29][CH:30]=1)=[O:37])([CH3:6])([CH3:4])[CH3:5]. (2) Given the reactants [Cl:1][C:2]1[CH:7]=[C:6]([NH:8][C:9]2[CH:14]=[CH:13][CH:12]=[CH:11][C:10]=2[CH2:15][CH2:16][OH:17])[CH:5]=[CH:4][C:3]=1[C:18]([C:20]1[CH:25]=[CH:24][CH:23]=[CH:22][C:21]=1[CH3:26])=[O:19].[C:27]([O:31][C:32](ONC(C1C=CC=CC=1)C#N)=[O:33])([CH3:30])([CH3:29])[CH3:28].O.CCOC(C)=O, predict the reaction product. The product is: [C:32](=[O:33])([O:17][CH2:16][CH2:15][C:10]1[CH:11]=[CH:12][CH:13]=[CH:14][C:9]=1[NH:8][C:6]1[CH:5]=[CH:4][C:3]([C:18](=[O:19])[C:20]2[CH:25]=[CH:24][CH:23]=[CH:22][C:21]=2[CH3:26])=[C:2]([Cl:1])[CH:7]=1)[O:31][C:27]([CH3:30])([CH3:29])[CH3:28]. (3) Given the reactants Br[C:2]1[C:11]2[C:6](=[CH:7][CH:8]=[CH:9][CH:10]=2)[CH:5]=[N:4][CH:3]=1.[C:12]([O:16][C:17]([NH:19][C:20]1[CH:25]=[CH:24][C:23](B(O)O)=[CH:22][CH:21]=1)=[O:18])([CH3:15])([CH3:14])[CH3:13].CC1C=CN=CC=1C1C=CC=C2C=1C=NN2, predict the reaction product. The product is: [CH:5]1[C:6]2[C:11](=[CH:10][CH:9]=[CH:8][CH:7]=2)[C:2]([C:23]2[CH:22]=[CH:21][C:20]([NH:19][C:17](=[O:18])[O:16][C:12]([CH3:14])([CH3:13])[CH3:15])=[CH:25][CH:24]=2)=[CH:3][N:4]=1. (4) Given the reactants [C:1]1([CH3:8])[CH:6]=[CH:5][CH:4]=[C:3]([NH2:7])[CH:2]=1.[CH3:9][C:10]1[C:11]([S:16](Cl)(=[O:18])=[O:17])=[N:12][CH:13]=[CH:14][CH:15]=1, predict the reaction product. The product is: [C:1]1([CH3:8])[CH:6]=[CH:5][CH:4]=[C:3]([NH:7][S:16]([C:11]2[C:10]([CH3:9])=[CH:15][CH:14]=[CH:13][N:12]=2)(=[O:18])=[O:17])[CH:2]=1. (5) Given the reactants Br[C:2]1[C:3]([NH:17][CH2:18][CH2:19][CH2:20][O:21][CH3:22])=[N:4][C:5]([NH:8][C:9]2[CH:14]=[CH:13][C:12]([F:15])=[C:11]([Cl:16])[CH:10]=2)=[N:6][CH:7]=1.[CH3:23][N:24](C=O)C, predict the reaction product. The product is: [Cl:16][C:11]1[CH:10]=[C:9]([NH:8][C:5]2[N:4]=[C:3]([NH:17][CH2:18][CH2:19][CH2:20][O:21][CH3:22])[C:2]([C:23]#[N:24])=[CH:7][N:6]=2)[CH:14]=[CH:13][C:12]=1[F:15]. (6) Given the reactants CC(OC(/N=N/C(OC(C)C)=O)=O)C.C1(P(C2C=CC=CC=2)C2C=CC=CC=2)C=CC=CC=1.O[C@H:35]1[CH2:39][CH2:38][N:37]([C:40]([O:42][C:43]([CH3:46])([CH3:45])[CH3:44])=[O:41])[CH2:36]1.[Cl:47][C:48]1[CH:53]=[CH:52][C:51]([NH:54][S:55]([C:58]2[CH:63]=[CH:62][C:61]([O:64][CH3:65])=[C:60]([O:66][CH3:67])[CH:59]=2)(=[O:57])=[O:56])=[C:50]([CH2:68][C:69]2[CH:74]=[CH:73][CH:72]=[CH:71][N:70]=2)[CH:49]=1, predict the reaction product. The product is: [Cl:47][C:48]1[CH:53]=[CH:52][C:51]([N:54]([S:55]([C:58]2[CH:63]=[CH:62][C:61]([O:64][CH3:65])=[C:60]([O:66][CH3:67])[CH:59]=2)(=[O:57])=[O:56])[C@@H:35]2[CH2:39][CH2:38][N:37]([C:40]([O:42][C:43]([CH3:46])([CH3:45])[CH3:44])=[O:41])[CH2:36]2)=[C:50]([CH2:68][C:69]2[CH:74]=[CH:73][CH:72]=[CH:71][N:70]=2)[CH:49]=1. (7) The product is: [OH:17][C@H:16]([CH2:15][OH:37])[CH2:20][NH:21][C:22]([C:24]1[S:28][C:27]([Cl:29])=[CH:26][CH:25]=1)=[O:23]. Given the reactants C1C(N2C(=O)COCC2)=CC=C(N2C(=O)[O:17][C@@H:16]([CH2:20][NH:21][C:22]([C:24]3[S:28][C:27]([Cl:29])=[CH:26][CH:25]=3)=[O:23])[CH2:15]2)C=1.ClC1SC(C(Cl)=[O:37])=CC=1.Cl.NC[C@H](O)CO, predict the reaction product. (8) Given the reactants [N:1]1[C:10]2[CH:9]([NH:11][CH2:12][CH2:13][CH2:14][CH2:15][NH:16]C(=O)OC(C)(C)C)[CH2:8][CH2:7][CH2:6][C:5]=2[CH:4]=[CH:3][CH:2]=1.[Br:24][C:25]1[CH:26]=[C:27]([CH3:36])[C:28]2[N:29]([CH:31]=[C:32]([CH:34]=O)[N:33]=2)[CH:30]=1, predict the reaction product. The product is: [Br:24][C:25]1[CH:26]=[C:27]([CH3:36])[C:28]2[N:29]([CH:31]=[C:32]([CH2:34][N:11]([CH:9]3[C:10]4[N:1]=[CH:2][CH:3]=[CH:4][C:5]=4[CH2:6][CH2:7][CH2:8]3)[CH2:12][CH2:13][CH2:14][CH2:15][NH2:16])[N:33]=2)[CH:30]=1.